Dataset: Peptide-MHC class II binding affinity with 134,281 pairs from IEDB. Task: Regression. Given a peptide amino acid sequence and an MHC pseudo amino acid sequence, predict their binding affinity value. This is MHC class II binding data. (1) The peptide sequence is NLPLQLGFSTGVNLV. The MHC is DRB1_0301 with pseudo-sequence DRB1_0301. The binding affinity (normalized) is 0.134. (2) The peptide sequence is LNFTGPCKGDSVTIK. The MHC is DRB1_1201 with pseudo-sequence DRB1_1201. The binding affinity (normalized) is 0. (3) The peptide sequence is LSALIRATSTRHPSK. The MHC is DRB1_0101 with pseudo-sequence DRB1_0101. The binding affinity (normalized) is 0.495. (4) The peptide sequence is DLVAYGGSWKLEGRW. The MHC is HLA-DQA10601-DQB10402 with pseudo-sequence HLA-DQA10601-DQB10402. The binding affinity (normalized) is 0.413. (5) The peptide sequence is AGLLRLLFHDCFANG. The MHC is DRB1_0301 with pseudo-sequence DRB1_0301. The binding affinity (normalized) is 0.211.